From a dataset of NCI-60 drug combinations with 297,098 pairs across 59 cell lines. Regression. Given two drug SMILES strings and cell line genomic features, predict the synergy score measuring deviation from expected non-interaction effect. (1) Drug 1: CN1CCC(CC1)COC2=C(C=C3C(=C2)N=CN=C3NC4=C(C=C(C=C4)Br)F)OC. Drug 2: C1=CC(=C2C(=C1NCCNCCO)C(=O)C3=C(C=CC(=C3C2=O)O)O)NCCNCCO. Cell line: IGROV1. Synergy scores: CSS=70.3, Synergy_ZIP=5.43, Synergy_Bliss=5.70, Synergy_Loewe=8.68, Synergy_HSA=11.0. (2) Synergy scores: CSS=0.688, Synergy_ZIP=1.05, Synergy_Bliss=2.64, Synergy_Loewe=-1.62, Synergy_HSA=0.391. Drug 1: CC1=C(C=C(C=C1)NC(=O)C2=CC=C(C=C2)CN3CCN(CC3)C)NC4=NC=CC(=N4)C5=CN=CC=C5. Drug 2: C1CN(P(=O)(OC1)NCCCl)CCCl. Cell line: IGROV1. (3) Drug 1: CC12CCC3C(C1CCC2=O)CC(=C)C4=CC(=O)C=CC34C. Drug 2: C(=O)(N)NO. Cell line: M14. Synergy scores: CSS=38.8, Synergy_ZIP=4.03, Synergy_Bliss=3.32, Synergy_Loewe=-15.5, Synergy_HSA=-0.0902. (4) Drug 1: CC1CCCC2(C(O2)CC(NC(=O)CC(C(C(=O)C(C1O)C)(C)C)O)C(=CC3=CSC(=N3)C)C)C. Drug 2: N.N.Cl[Pt+2]Cl. Cell line: T-47D. Synergy scores: CSS=31.3, Synergy_ZIP=-6.38, Synergy_Bliss=-6.46, Synergy_Loewe=-6.66, Synergy_HSA=0.413.